This data is from Peptide-MHC class II binding affinity with 134,281 pairs from IEDB. The task is: Regression. Given a peptide amino acid sequence and an MHC pseudo amino acid sequence, predict their binding affinity value. This is MHC class II binding data. (1) The peptide sequence is SVLLVVVLFAVFLGS. The MHC is DRB1_1302 with pseudo-sequence DRB1_1302. The binding affinity (normalized) is 0.0712. (2) The peptide sequence is LIEKINAGFKAALAA. The MHC is HLA-DPA10103-DPB10301 with pseudo-sequence HLA-DPA10103-DPB10301. The binding affinity (normalized) is 0.277. (3) The peptide sequence is FEFNKKAIETLNDNT. The MHC is DRB1_1302 with pseudo-sequence DRB1_1302. The binding affinity (normalized) is 0.0723. (4) The peptide sequence is SQDLELSWNLNGYQAY. The MHC is DRB1_0802 with pseudo-sequence DRB1_0802. The binding affinity (normalized) is 0.269. (5) The MHC is HLA-DQA10201-DQB10402 with pseudo-sequence HLA-DQA10201-DQB10402. The binding affinity (normalized) is 0.851. The peptide sequence is DLPVWLSWQVAKAGL. (6) The peptide sequence is PFKYVKDRVDEVDHT. The MHC is DRB1_1501 with pseudo-sequence DRB1_1501. The binding affinity (normalized) is 0.0700. (7) The peptide sequence is TDALRTLGSTSADEV. The MHC is HLA-DPA10103-DPB10301 with pseudo-sequence HLA-DPA10103-DPB10301. The binding affinity (normalized) is 0.329. (8) The peptide sequence is YDNDNPYRTWHYCGS. The binding affinity (normalized) is 0. The MHC is DRB1_1301 with pseudo-sequence DRB1_1301. (9) The peptide sequence is HTLMSIVSSLHLSIR. The MHC is DRB1_0701 with pseudo-sequence DRB1_0701. The binding affinity (normalized) is 0.958. (10) The peptide sequence is KQENWNTDIKTLKFD. The MHC is DRB1_0801 with pseudo-sequence DRB1_0801. The binding affinity (normalized) is 0.253.